The task is: Predict which catalyst facilitates the given reaction.. This data is from Catalyst prediction with 721,799 reactions and 888 catalyst types from USPTO. (1) Reactant: [Br:1][C:2]1[CH:7]=[CH:6][CH:5]=[C:4]([CH2:8]Br)[C:3]=1[CH3:10].[NH:11]1[C:19]2[C:14](=[CH:15][CH:16]=[CH:17][CH:18]=2)[CH:13]=[N:12]1.C(=O)([O-])[O-].[K+].[K+]. Product: [Br:1][C:2]1[C:3]([CH3:10])=[C:4]([CH:5]=[CH:6][CH:7]=1)[CH2:8][N:11]1[C:19]2[C:14](=[CH:15][CH:16]=[CH:17][CH:18]=2)[CH:13]=[N:12]1. The catalyst class is: 47. (2) Reactant: [Br:1][C:2]1[C:6]2=[CH:7][C:8]([Cl:30])=[C:9]3[C:14]([C:13](=[O:15])[O:12][C:11]([C:16]4[N:17]([C:23]5[C:28]([Cl:29])=[CH:27][CH:26]=[CH:25][N:24]=5)[N:18]=[C:19]([O:21][CH3:22])[CH:20]=4)=[N:10]3)=[C:5]2[NH:4][N:3]=1.Cl.[C:32]1([NH2:38])([CH:35]2[CH2:37][CH2:36]2)[CH2:34][CH2:33]1.C(N(CC)CC)C. Product: [C:32]1([NH:38][C:13]([C:14]2[C:9]([NH:10][C:11]([C:16]3[N:17]([C:23]4[C:28]([Cl:29])=[CH:27][CH:26]=[CH:25][N:24]=4)[N:18]=[C:19]([O:21][CH3:22])[CH:20]=3)=[O:12])=[C:8]([Cl:30])[CH:7]=[C:6]3[C:5]=2[NH:4][N:3]=[C:2]3[Br:1])=[O:15])([CH:35]2[CH2:37][CH2:36]2)[CH2:34][CH2:33]1. The catalyst class is: 9.